From a dataset of Full USPTO retrosynthesis dataset with 1.9M reactions from patents (1976-2016). Predict the reactants needed to synthesize the given product. (1) The reactants are: [F:1][C:2]1[C:3]([CH3:18])=[N:4][C:5]2[C:10]([CH:11]=1)=[CH:9][CH:8]=[C:7]([O:12][CH2:13][C@H:14]([O:16][CH3:17])[CH3:15])[CH:6]=2.[O:19]1CCOCC1. Given the product [F:1][C:2]1[C:3]([CH:18]=[O:19])=[N:4][C:5]2[C:10]([CH:11]=1)=[CH:9][CH:8]=[C:7]([O:12][CH2:13][C@H:14]([O:16][CH3:17])[CH3:15])[CH:6]=2, predict the reactants needed to synthesize it. (2) The reactants are: [F:1][C:2]1[CH:3]=[CH:4][CH:5]=[C:6]2[C:11]=1[N:10]=[C:9]([CH3:12])[C:8]([C:13](=O)[CH3:14])=[CH:7]2.Cl.[NH2:17][OH:18].N1C=CC=CC=1. Given the product [F:1][C:2]1[CH:3]=[CH:4][CH:5]=[C:6]2[C:11]=1[N:10]=[C:9]([CH3:12])[C:8](/[C:13](=[N:17]/[OH:18])/[CH3:14])=[CH:7]2, predict the reactants needed to synthesize it. (3) Given the product [CH2:1]([O:8][C:9]([N:11]1[CH2:16][CH2:15][N:14]([CH2:21][C:22]([O:24][C:25]([CH3:28])([CH3:27])[CH3:26])=[O:23])[C:13](=[O:17])[CH2:12]1)=[O:10])[C:2]1[CH:3]=[CH:4][CH:5]=[CH:6][CH:7]=1, predict the reactants needed to synthesize it. The reactants are: [CH2:1]([O:8][C:9]([N:11]1[CH2:16][CH2:15][NH:14][C:13](=[O:17])[CH2:12]1)=[O:10])[C:2]1[CH:7]=[CH:6][CH:5]=[CH:4][CH:3]=1.[H-].[Na+].Br[CH2:21][C:22]([O:24][C:25]([CH3:28])([CH3:27])[CH3:26])=[O:23]. (4) Given the product [Br:9][C:10]1[CH:15]=[CH:14][C:13]([N:16]2[C:2](=[O:8])[CH2:3][O:4][CH2:5][C:6]2=[O:7])=[CH:12][C:11]=1[CH3:17], predict the reactants needed to synthesize it. The reactants are: O1[C:6](=[O:7])[CH2:5][O:4][CH2:3][C:2]1=[O:8].[Br:9][C:10]1[CH:15]=[CH:14][C:13]([NH2:16])=[CH:12][C:11]=1[CH3:17].C(OC(=O)C)(=O)C.C([O-])(=O)C.[Na+]. (5) Given the product [CH3:1][N:2]([CH3:35])[C:3](=[O:34])[O:4][CH:5]([C:12]1[N:13]([CH3:33])[C:14]([C:23]2[S:24][C:25]3[N:26]=[CH:27][N:28]=[C:29]([NH2:32])[C:30]=3[N:31]=2)=[C:15]([C:17]2[CH:22]=[CH:21][CH:20]=[CH:19][CH:18]=2)[N:16]=1)[C:6]1[C:7]2[O:46][CH2:36][O:37][C:8]=2[CH:9]=[CH:10][CH:11]=1, predict the reactants needed to synthesize it. The reactants are: [CH3:1][N:2]([CH3:35])[C:3](=[O:34])[O:4][CH:5]([C:12]1[N:13]([CH3:33])[C:14]([C:23]2[S:24][C:25]3[N:26]=[CH:27][N:28]=[C:29]([NH2:32])[C:30]=3[N:31]=2)=[C:15]([C:17]2[CH:22]=[CH:21][CH:20]=[CH:19][CH:18]=2)[N:16]=1)[C:6]1[CH:11]=[CH:10][CH:9]=[CH:8][CH:7]=1.[CH2:36]1[O:46]C2C(=C(C=CC=2)C=O)[O:37]1. (6) Given the product [CH2:1]([C:9]1[CH:10]=[CH:11][C:12]([C:13]([NH:21][CH2:18][CH2:19][CH3:20])=[O:15])=[CH:16][CH:17]=1)[CH2:2][C:3]1[CH:4]=[CH:5][CH:6]=[CH:7][CH:8]=1, predict the reactants needed to synthesize it. The reactants are: [CH2:1]([C:9]1[CH:17]=[CH:16][C:12]([C:13]([OH:15])=O)=[CH:11][CH:10]=1)[CH2:2][C:3]1[CH:8]=[CH:7][CH:6]=[CH:5][CH:4]=1.[CH2:18]([NH2:21])[CH2:19][CH3:20]. (7) Given the product [Cl:4][C:5]1[S:31][C:8]2[NH:9][C:10]([C:12]([NH:14][CH:15]3[CH2:24][C:23]4[C:18](=[CH:19][CH:20]=[CH:21][CH:22]=4)[N:17]([CH2:25][C:26]([NH:2][NH2:3])=[O:28])[C:16]3=[O:30])=[O:13])=[CH:11][C:7]=2[CH:6]=1, predict the reactants needed to synthesize it. The reactants are: O.[NH2:2][NH2:3].[Cl:4][C:5]1[S:31][C:8]2[NH:9][C:10]([C:12]([NH:14][CH:15]3[CH2:24][C:23]4[C:18](=[CH:19][CH:20]=[CH:21][CH:22]=4)[N:17]([CH2:25][C:26]([O:28]C)=O)[C:16]3=[O:30])=[O:13])=[CH:11][C:7]=2[CH:6]=1.